This data is from Experimentally validated miRNA-target interactions with 360,000+ pairs, plus equal number of negative samples. The task is: Binary Classification. Given a miRNA mature sequence and a target amino acid sequence, predict their likelihood of interaction. (1) The miRNA is mmu-miR-302b-3p with sequence UAAGUGCUUCCAUGUUUUAGUAG. The protein sequence of the target gene is MRTYHYIPLFIWTYMFHTVDTILLQEKPNSYLSSKKIAGLTKDDGKMLRRTKRGWMWNQFFLLEEYTGTDTQYVGKLHTDQDKGDGNLKYILTGDGAGSLFVIDENTGDIHAAKKLDREEKSLYILRAKAIDRKTGRQVEPESEFIIKIHDINDNEPKFTKDLYTASVPEMSGVGTSVIQVTATDADDANYGNSAKVVYSILQGQPYFSVDPESGIIKTALPDMSRENREQYQVVIQAKDMGGQMGGLSGTTTVNITLTDVNNNPPRFPQSTYQFNSPESVPLGTHLGRIKANDPDVGEN.... Result: 0 (no interaction). (2) The miRNA is hsa-miR-3918 with sequence ACAGGGCCGCAGAUGGAGACU. The protein sequence of the target gene is MPNTAMKKKVLLMGKSGSGKTSMRSIIFANYIARDTRRLGATIDVEHSHVRFLGNLVLNLWDCGGQDTFMENYFTSQRDNIFRNVEVLIYVFDVESRELEKDMHYYQSCLEAILQNSPDAKIFCLVHKMDLVQEDQRDLIFKEREEDLRRLSRPLECACFRTSIWDETLYKAWSSIVYQLIPNVQQLEMNLRNFAQIIEADEVLLFERATFLVISHYQCKEQRDVHRFEKISNIIKQFKLSCSKLAASFQSMEVRNSNFAAFIDIFTSNTYVMVVMSDPSIPSAATLINIRNARKHFEKL.... Result: 0 (no interaction). (3) The miRNA is hsa-miR-3610 with sequence GAAUCGGAAAGGAGGCGCCG. The protein sequence of the target gene is MAMSELGTRKPSDGTVSHLLNVVESELQAGREKGDPTEKQLQIILEDAPLWQRFKEVTNEMIVTKNGRRMFPVLKISVTGLDPNAMYSLLLDFVPTDSHRWKYVNGEWVPAGKPEVSSHSCVYIHPDSPNFGAHWMKAPISFSKVKLTNKLNGGGQIMLNSLHKYEPQVHIVRVGSAHRMVTNCSFPETQFIAVTAYQNEEITALKIKYNPFAKAFLDAKERNHLRDVPEAISESQHVTYSHLGGWIFSNPDGVCTAGNSNYQYAAPLPLPAPHTHHGCEHYSGLRGHRQAPYPSAYMHR.... Result: 0 (no interaction). (4) The miRNA is hsa-miR-216b-5p with sequence AAAUCUCUGCAGGCAAAUGUGA. The protein sequence of the target gene is MQGPYSLNGYRVRVYRQDSATQWFTGIITHHDLFTRTMIVMNDQVLEPQNVDPSMVQMTFLDDVVHSLLKGENIGITSRRRSRASQNISTVHGHYTRAQANSPRPAMNSQAAVPKQNTHQQQQQRSIRPNKRKGSDSSIPDEEKMKEDKYDCVSRGENPKGKNKHVVTKRRKPEEAEKRLSMKRLRTDNASDASESSDAESSSKRVTETSSSEPMPEYEPKNKVTSKVNGEEGQSQAAEEAGEETLIDTRPPWDQMQEDKNHNEGEKPKSTDSHLQDKMTLRSSEQATVADHNSNDSVLQ.... Result: 0 (no interaction). (5) The miRNA is mmu-miR-1983 with sequence CUCACCUGGAGCAUGUUUUCU. The protein sequence of the target gene is MVQWKRLCQLHYLWALGCYMLLATVALKLSFRLKCDSDHLGLESRESQSQYCRNILYNFLKLPAKRSINCSGVTRGDQEAVLQAILNNLEVKKKREPFTDTHYLSLTRDCEHFKAERKFIQFPLSKEEVEFPIAYSMVIHEKIENFERLLRAVYAPQNIYCVHVDEKSPETFKEAVKAIISCFPNVFIASKLVRVVYASWSRVQADLNCMEDLLQSSVPWKYFLNTCGTDFPIKSNAEMVQALKMLNGRNSMESEVPPKHKETRWKYHFEVVRDTLHLTNKKKDPPPYNLTMFTGNAYIV.... Result: 0 (no interaction). (6) The miRNA is hsa-miR-7106-5p with sequence UGGGAGGAGGGGAUCUUGGG. The protein sequence of the target gene is MAAGMYLEHYLDSIENLPFELQRNFQLMRDLDQRTEDLKAEIDKLATEYMSSARSLSSEEKLALLKQIQEAYGKCKEFGDDKVQLAMQTYEMVDKHIRRLDTDLARFEADLKEKQIESSDYDSSSSKGKKKGRTQKEKKAARARSKGKNSDEEAPKTAQKKLKLVRTSPEYGMPSVTFGSVHPSDVLDMPVDPNEPTYCLCHQVSYGEMIGCDNPDCSIEWFHFACVGLTTKPRGKWFCPRCSQERKKK. Result: 1 (interaction). (7) The miRNA is cel-miR-789-3p with sequence UCCCUGCCUGGGUCACCAAUUGU. The protein sequence of the target gene is MVLESTMVCVDNSEYMRNGDFLPTRLQAQQDAVNIVCHSKTRSNPENNVGLITLANDCEVLTTLTPDTGRILSKLHTVQPKGKITFCTGIRVAHLALKHRQGKNHKMRIIAFVGSPVEDNEKDLVKLAKRLKKEKVNVDIINFGEEEVNTEKLTAFVNTLNGKDGTGSHLVTVPPGPSLADALISSPILAGEGGAMLGLGASDFEFGVDPSADPELALALRVSMEEQRQRQEEEARRAAAASAAEAGIATTGTEDSDDALLKMTISQQEFGRTGLPDLSSMTEEEQIAYAMQMSLQGAEF.... Result: 0 (no interaction).